From a dataset of Full USPTO retrosynthesis dataset with 1.9M reactions from patents (1976-2016). Predict the reactants needed to synthesize the given product. (1) Given the product [Cl:1][C:2]1[CH:3]=[C:4]([N+:15]([O-:17])=[O:16])[CH:5]=[CH:6][C:7]=1[O:8][CH:9]1[CH2:14][CH2:13][N:12]([CH3:18])[CH2:11][CH2:10]1, predict the reactants needed to synthesize it. The reactants are: [Cl:1][C:2]1[CH:3]=[C:4]([N+:15]([O-:17])=[O:16])[CH:5]=[CH:6][C:7]=1[O:8][CH:9]1[CH2:14][CH2:13][NH:12][CH2:11][CH2:10]1.[CH:18](O)=O.C=O.Cl. (2) Given the product [CH2:64]([N:61]1[C:56]2=[N:57][C:58]([CH2:59][CH3:60])=[C:53]([CH2:52][NH:51][C:49](=[O:50])[C:48]3[CH:73]=[CH:74][CH:75]=[C:46]([CH2:45][NH:44][CH2:43][C@H:42]([OH:76])[C:37]4[CH:38]=[CH:39][C:40]([OH:41])=[C:35]([CH2:34][OH:33])[CH:36]=4)[CH:47]=3)[C:54]([NH:66][CH:67]3[CH2:68][CH2:69][O:70][CH2:71][CH2:72]3)=[C:55]2[CH:63]=[N:62]1)[CH3:65], predict the reactants needed to synthesize it. The reactants are: N(C[C@@H](C1C=CC(OCC2C=CC=CC=2)=C2C=1C=CC(=O)N2)O)=[N+]=[N-].[Si]([O:33][CH2:34][C:35]1[CH:36]=[C:37]([C@@H:42]([OH:76])[CH2:43][NH:44][CH2:45][C:46]2[CH:47]=[C:48]([CH:73]=[CH:74][CH:75]=2)[C:49]([NH:51][CH2:52][C:53]2[C:54]([NH:66][CH:67]3[CH2:72][CH2:71][O:70][CH2:69][CH2:68]3)=[C:55]3[CH:63]=[N:62][N:61]([CH2:64][CH3:65])[C:56]3=[N:57][C:58]=2[CH2:59][CH3:60])=[O:50])[CH:38]=[CH:39][C:40]=1[OH:41])(C(C)(C)C)(C)C. (3) Given the product [NH2:1][C:2]1[N:3]=[CH:4][C:5]([C:12]2[CH:13]=[CH:14][C:15]([C:16]([N:18]([CH3:19])[CH3:20])=[O:17])=[CH:21][CH:22]=2)=[N:6][C:7]=1[C:8]([NH:10][NH:11][C:30]([C:28]1[CH:27]=[CH:26][CH:25]=[C:24]([NH2:23])[N:29]=1)=[O:31])=[O:9], predict the reactants needed to synthesize it. The reactants are: [NH2:1][C:2]1[N:3]=[CH:4][C:5]([C:12]2[CH:22]=[CH:21][C:15]([C:16]([N:18]([CH3:20])[CH3:19])=[O:17])=[CH:14][CH:13]=2)=[N:6][C:7]=1[C:8]([NH:10][NH2:11])=[O:9].[NH2:23][C:24]1[N:29]=[C:28]([C:30](O)=[O:31])[CH:27]=[CH:26][CH:25]=1.C(N(CC)CC)C.F[B-](F)(F)F.N1(OC(=[N+](C)C)N(C)C)C2C=CC=CC=2N=N1. (4) Given the product [CH:1]1[CH:2]=[CH:3][N:4]2[CH2:10][C:9]3[CH:11]=[CH:12][CH:13]=[CH:14][C:8]=3[N:7]([C:15]([C:17]3[CH:22]=[CH:21][C:20]([C:23]4[CH2:28][CH2:27][CH2:26][C@H:25]([OH:29])[C:24]=4[CH3:30])=[C:19]([CH3:31])[CH:18]=3)=[O:16])[CH2:6][C:5]=12, predict the reactants needed to synthesize it. The reactants are: [CH:1]1[CH:2]=[CH:3][N:4]2[CH2:10][C:9]3[CH:11]=[CH:12][CH:13]=[CH:14][C:8]=3[N:7]([C:15]([C:17]3[CH:22]=[CH:21][C:20]([C:23]4[CH2:28][CH2:27][CH2:26][CH:25]([OH:29])[C:24]=4[CH3:30])=[C:19]([CH3:31])[CH:18]=3)=[O:16])[CH2:6][C:5]=12.C(O)C.